Dataset: Full USPTO retrosynthesis dataset with 1.9M reactions from patents (1976-2016). Task: Predict the reactants needed to synthesize the given product. (1) Given the product [OH:1][C:2]1[CH:9]=[CH:8][CH:7]=[C:6]([O:10][CH2:19][C:20]2[C:21]([C:26]3[N:30]([CH2:31][C:32]([F:35])([F:33])[F:34])[N:29]=[CH:28][CH:27]=3)=[N:22][CH:23]=[CH:24][CH:25]=2)[C:3]=1[CH:4]=[O:5], predict the reactants needed to synthesize it. The reactants are: [OH:1][C:2]1[CH:9]=[CH:8][CH:7]=[C:6]([OH:10])[C:3]=1[CH:4]=[O:5].C([O-])([O-])=O.[K+].[K+].Cl.Cl[CH2:19][C:20]1[C:21]([C:26]2[N:30]([CH2:31][C:32]([F:35])([F:34])[F:33])[N:29]=[CH:28][CH:27]=2)=[N:22][CH:23]=[CH:24][CH:25]=1. (2) Given the product [Cl:16][C:14]1[CH:13]=[CH:12][C:11]([O:17][CH2:18][C:19]2[NH:23][CH2:22][CH2:21][N:20]=2)=[C:10]([CH:15]=1)[CH2:9][NH2:8], predict the reactants needed to synthesize it. The reactants are: Cl.C(OC(=O)[NH:8][CH2:9][C:10]1[CH:15]=[C:14]([Cl:16])[CH:13]=[CH:12][C:11]=1[O:17][CH2:18][C:19]1[NH:20][CH2:21][CH2:22][N:23]=1)(C)(C)C.